The task is: Predict the reaction yield, written as a fraction of the theoretical maximum amount of product (1.0 means a 100% yield; for example, 0.34 means a 34% yield).. This data is from Reaction yield outcomes from USPTO patents with 853,638 reactions. (1) The reactants are [Cl:1][C:2]1[C:3]([O:12][C:13]2[CH:18]=[C:17]([O:19][CH2:20][CH2:21][O:22][CH3:23])[CH:16]=[CH:15][C:14]=2[CH2:24][C:25]([CH3:38])([CH3:37])[C:26]([NH:28][S:29]([CH2:32][CH2:33][CH2:34][CH2:35][CH3:36])(=[O:31])=[O:30])=[O:27])=[N:4][CH:5]=[C:6]([C:8]([F:11])([F:10])[F:9])[CH:7]=1.[OH-].[Na+:40]. The catalyst is CO. The product is [Cl:1][C:2]1[C:3]([O:12][C:13]2[CH:18]=[C:17]([O:19][CH2:20][CH2:21][O:22][CH3:23])[CH:16]=[CH:15][C:14]=2[CH2:24][C:25]([CH3:37])([CH3:38])[C:26]([N-:28][S:29]([CH2:32][CH2:33][CH2:34][CH2:35][CH3:36])(=[O:31])=[O:30])=[O:27])=[N:4][CH:5]=[C:6]([C:8]([F:10])([F:9])[F:11])[CH:7]=1.[Na+:40]. The yield is 0.770. (2) The reactants are [OH:1][C:2]([C:7]12[CH2:16][CH:11]3[CH2:12][CH:13]([CH2:15][CH:9]([CH2:10]3)[CH2:8]1)[CH2:14]2)([CH2:5][CH3:6])[CH2:3][CH3:4].[O:17]=O. The catalyst is C(O)(=O)C. The product is [OH:17][C:11]12[CH2:12][CH:13]3[CH2:15][CH:9]([CH2:8][C:7]([C:2]([OH:1])([CH2:3][CH3:4])[CH2:5][CH3:6])([CH2:14]3)[CH2:16]1)[CH2:10]2. The yield is 0.800. (3) The reactants are [F:1][C:2]1[CH:10]=[CH:9][CH:8]=[C:7]2[C:3]=1[CH:4]=[CH:5][N:6]2[CH2:11][CH2:12][CH3:13].C1COCC1.C([Li])(CC)C.Cl[Si:25]([CH3:28])([CH3:27])[CH3:26]. The catalyst is O. The product is [F:1][C:2]1[CH:10]=[CH:9][CH:8]=[C:7]2[C:3]=1[CH:4]=[C:5]([Si:25]([CH3:28])([CH3:27])[CH3:26])[N:6]2[CH2:11][CH2:12][CH3:13]. The yield is 0.805. (4) The reactants are [NH2:1][C:2]1[C:7]([C:8]([O:10][CH3:11])=[O:9])=[CH:6][N:5]=[CH:4][C:3]=1Br.CC1(C)C(C)(C)OB([C:21]2[CH2:22][CH2:23][O:24][CH2:25][CH:26]=2)O1.C(=O)([O-])[O-].[Cs+].[Cs+].C1(P(C2C=CC=CC=2)C2C=CC=CC=2)C=CC=CC=1. The catalyst is C1COCC1.O.C([O-])(=O)C.[Pd+2].C([O-])(=O)C. The product is [NH2:1][C:2]1[C:7]([C:8]([O:10][CH3:11])=[O:9])=[CH:6][N:5]=[CH:4][C:3]=1[C:21]1[CH2:26][CH2:25][O:24][CH2:23][CH:22]=1. The yield is 0.750. (5) The reactants are C(NC(C)C)(C)C.[Li]CCCC.[Cl:13][C:14]1[CH:23]=[CH:22][C:21]2[C:16](=[CH:17][CH:18]=[C:19]([C:24]([F:27])([F:26])[F:25])[CH:20]=2)[N:15]=1.[C:28](=[O:30])=[O:29]. The catalyst is C1COCC1. The product is [Cl:13][C:14]1[C:23]([C:28]([OH:30])=[O:29])=[CH:22][C:21]2[C:16](=[CH:17][CH:18]=[C:19]([C:24]([F:26])([F:25])[F:27])[CH:20]=2)[N:15]=1. The yield is 0.720. (6) The reactants are [CH3:1][C:2]1[CH:7]=[CH:6][C:5]([S:8]([O:11][CH2:12][CH:13]([OH:37])[CH2:14][C:15]2[C:16]([O:29]CC3C=CC=CC=3)=[C:17]3[C:22](=[C:23]([O:25][CH3:26])[CH:24]=2)[CH:21]2[CH2:27][CH2:28][CH:18]3[CH2:19][CH2:20]2)(=[O:10])=[O:9])=[CH:4][CH:3]=1.[Si](OCC(O)CC1C=CC2CCCC=2C=1O)(C(C)(C)C)(C)C. The catalyst is [Pd]. The product is [CH3:1][C:2]1[CH:3]=[CH:4][C:5]([S:8]([O:11][CH2:12][CH:13]([OH:37])[CH2:14][C:15]2[C:16]([OH:29])=[C:17]3[C:22](=[C:23]([O:25][CH3:26])[CH:24]=2)[CH:21]2[CH2:20][CH2:19][CH:18]3[CH2:28][CH2:27]2)(=[O:10])=[O:9])=[CH:6][CH:7]=1. The yield is 0.920. (7) The reactants are [Br:1][C:2]1[CH:3]=[N:4][NH:5][CH:6]=1.C(N(CC)CC)C.[C:14](Cl)([C:27]1[CH:32]=[CH:31][CH:30]=[CH:29][CH:28]=1)([C:21]1[CH:26]=[CH:25][CH:24]=[CH:23][CH:22]=1)[C:15]1[CH:20]=[CH:19][CH:18]=[CH:17][CH:16]=1.O. The catalyst is CN(C)C=O. The product is [Br:1][C:2]1[CH:3]=[N:4][N:5]([C:14]([C:15]2[CH:20]=[CH:19][CH:18]=[CH:17][CH:16]=2)([C:27]2[CH:28]=[CH:29][CH:30]=[CH:31][CH:32]=2)[C:21]2[CH:22]=[CH:23][CH:24]=[CH:25][CH:26]=2)[CH:6]=1. The yield is 0.870.